Predict which catalyst facilitates the given reaction. From a dataset of Catalyst prediction with 721,799 reactions and 888 catalyst types from USPTO. (1) Reactant: [F:1][C:2]1[CH:14]=[CH:13][C:5]([O:6][C:7]([CH3:12])([CH3:11])[C:8]([OH:10])=O)=[C:4]([CH3:15])[CH:3]=1.CN(C=O)C.[Cl-].[Al+3].[Cl-].[Cl-].[Cl-]. Product: [F:1][C:2]1[CH:3]=[C:4]([CH3:15])[C:5]2[O:6][C:7]([CH3:12])([CH3:11])[C:8](=[O:10])[C:13]=2[CH:14]=1. The catalyst class is: 7. (2) Reactant: [Cl:1][C:2]1[CH:3]=[C:4]([CH:30]=[CH:31][C:32]=1[F:33])[CH2:5][N:6]1[CH2:15][CH2:14][C:13]2[C:8](=[C:9]([O:27][CH3:28])[C:10](=[O:26])[N:11]3[CH2:21][CH2:20][CH2:19][CH2:18][N:17]([CH2:22][CH2:23][OH:24])[C:16](=[O:25])[C:12]3=2)[C:7]1=[O:29].[CH:34](N(C(C)C)CC)(C)C.[CH3:43][S:44](O[S:44]([CH3:43])(=[O:46])=[O:45])(=[O:46])=[O:45]. Product: [Cl:1][C:2]1[CH:3]=[C:4]([CH:30]=[CH:31][C:32]=1[F:33])[CH2:5][N:6]1[CH2:15][CH2:14][C:13]2[C:8](=[C:9]([O:27][CH2:28][CH3:34])[C:10](=[O:26])[N:11]3[CH2:21][CH2:20][CH2:19][CH2:18][N:17]([CH2:22][CH2:23][O:24][S:44]([CH3:43])(=[O:46])=[O:45])[C:16](=[O:25])[C:12]3=2)[C:7]1=[O:29]. The catalyst class is: 4.